From a dataset of NCI-60 drug combinations with 297,098 pairs across 59 cell lines. Regression. Given two drug SMILES strings and cell line genomic features, predict the synergy score measuring deviation from expected non-interaction effect. (1) Drug 1: CC1=CC=C(C=C1)C2=CC(=NN2C3=CC=C(C=C3)S(=O)(=O)N)C(F)(F)F. Drug 2: C1C(C(OC1N2C=C(C(=O)NC2=O)F)CO)O. Cell line: SF-268. Synergy scores: CSS=33.7, Synergy_ZIP=-1.11, Synergy_Bliss=-2.39, Synergy_Loewe=-37.5, Synergy_HSA=-1.50. (2) Drug 1: C1C(C(OC1N2C=NC3=C(N=C(N=C32)Cl)N)CO)O. Drug 2: CC12CCC3C(C1CCC2O)C(CC4=C3C=CC(=C4)O)CCCCCCCCCS(=O)CCCC(C(F)(F)F)(F)F. Cell line: HOP-92. Synergy scores: CSS=42.3, Synergy_ZIP=-0.874, Synergy_Bliss=-0.762, Synergy_Loewe=-24.7, Synergy_HSA=1.37. (3) Drug 1: CC1=C2C(C(=O)C3(C(CC4C(C3C(C(C2(C)C)(CC1OC(=O)C(C(C5=CC=CC=C5)NC(=O)OC(C)(C)C)O)O)OC(=O)C6=CC=CC=C6)(CO4)OC(=O)C)OC)C)OC. Drug 2: C(CCl)NC(=O)N(CCCl)N=O. Cell line: HCC-2998. Synergy scores: CSS=27.0, Synergy_ZIP=-2.52, Synergy_Bliss=-9.31, Synergy_Loewe=-47.6, Synergy_HSA=-10.0. (4) Drug 1: C1=NC2=C(N=C(N=C2N1C3C(C(C(O3)CO)O)F)Cl)N. Drug 2: CC(C)CN1C=NC2=C1C3=CC=CC=C3N=C2N. Cell line: HS 578T. Synergy scores: CSS=-3.49, Synergy_ZIP=4.85, Synergy_Bliss=3.80, Synergy_Loewe=2.23, Synergy_HSA=-1.27. (5) Drug 1: CC1=C2C(C(=O)C3(C(CC4C(C3C(C(C2(C)C)(CC1OC(=O)C(C(C5=CC=CC=C5)NC(=O)OC(C)(C)C)O)O)OC(=O)C6=CC=CC=C6)(CO4)OC(=O)C)O)C)O. Drug 2: CN(CC1=CN=C2C(=N1)C(=NC(=N2)N)N)C3=CC=C(C=C3)C(=O)NC(CCC(=O)O)C(=O)O. Cell line: M14. Synergy scores: CSS=19.7, Synergy_ZIP=-4.00, Synergy_Bliss=-3.21, Synergy_Loewe=-5.79, Synergy_HSA=-2.22. (6) Drug 1: CCCCCOC(=O)NC1=NC(=O)N(C=C1F)C2C(C(C(O2)C)O)O. Drug 2: CC1=C(N=C(N=C1N)C(CC(=O)N)NCC(C(=O)N)N)C(=O)NC(C(C2=CN=CN2)OC3C(C(C(C(O3)CO)O)O)OC4C(C(C(C(O4)CO)O)OC(=O)N)O)C(=O)NC(C)C(C(C)C(=O)NC(C(C)O)C(=O)NCCC5=NC(=CS5)C6=NC(=CS6)C(=O)NCCC[S+](C)C)O. Cell line: NCI-H226. Synergy scores: CSS=21.0, Synergy_ZIP=-3.97, Synergy_Bliss=1.28, Synergy_Loewe=-18.4, Synergy_HSA=1.36. (7) Drug 2: C1C(C(OC1N2C=NC3=C2NC=NCC3O)CO)O. Synergy scores: CSS=-2.56, Synergy_ZIP=1.54, Synergy_Bliss=2.38, Synergy_Loewe=-1.96, Synergy_HSA=-1.62. Cell line: PC-3. Drug 1: C1CNP(=O)(OC1)N(CCCl)CCCl.